The task is: Predict the reactants needed to synthesize the given product.. This data is from Full USPTO retrosynthesis dataset with 1.9M reactions from patents (1976-2016). (1) Given the product [Cl:1][C:2]1[CH:3]=[CH:4][C:5]([C:8]2[C:9]([C:32]3[CH:37]=[CH:36][N:35]=[CH:34][N:33]=3)=[C:10]([CH:23]3[CH2:28][CH2:27][NH:26][CH2:25][CH2:24]3)[NH:11][N:12]=2)=[CH:6][CH:7]=1, predict the reactants needed to synthesize it. The reactants are: [Cl:1][C:2]1[CH:7]=[CH:6][C:5]([C:8]2[N:12](S(C3C=CC(C)=CC=3)(=O)=O)[N:11]=[C:10]([CH:23]3[CH2:28][CH2:27][N:26](C(=O)C)[CH2:25][CH2:24]3)[C:9]=2[C:32]2[CH:37]=[CH:36][N:35]=[CH:34][N:33]=2)=[CH:4][CH:3]=1.[OH-].[Na+]. (2) Given the product [CH3:1][O:2][CH2:31][C@H:33]1[CH:50]2[C@:45]([CH3:52])([CH2:46][CH2:47][C:48](=[O:51])[CH2:49]2)[C@@H:44]2[C@H:35]([C@H:36]3[C@@:40]([CH2:42][CH2:43]2)([CH3:41])[C:39](=[O:53])[CH2:38][CH2:37]3)[CH2:34]1, predict the reactants needed to synthesize it. The reactants are: [CH2:1]1COC23OCCOC2([C@]2(CC[C@H]4[C@@H](C[C@@H](COC)C5[C@]4(C)CCCC5)[C@@H]2C3)C)[O:2]1.[C:31]([C@@H:33]1[CH:50]2[C@:45]([CH3:52])([CH2:46][CH2:47][C:48](=[O:51])[CH2:49]2)[C@@H:44]2[C@H:35]([C@H:36]3[C@@:40]([CH2:42][CH2:43]2)([CH3:41])[C:39](=[O:53])[CH2:38][CH2:37]3)[CH2:34]1)#N.